This data is from Catalyst prediction with 721,799 reactions and 888 catalyst types from USPTO. The task is: Predict which catalyst facilitates the given reaction. (1) Reactant: Cl.[CH2:2]([O:9][C:10](=[O:16])[C@@H:11]1[CH2:15][CH2:14][CH2:13][NH:12]1)[C:3]1[CH:8]=[CH:7][CH:6]=[CH:5][CH:4]=1.[C:17]1([CH2:27][C:28]([OH:30])=O)[CH:22]=[CH:21][C:20]([CH2:23][C:24]([OH:26])=O)=[CH:19][CH:18]=1. Product: [CH2:2]([O:9][C:10]([C@@H:11]1[CH2:15][CH2:14][CH2:13][N:12]1[C:28](=[O:30])[CH2:27][C:17]1[CH:18]=[CH:19][C:20]([CH2:23][C:24]([N:12]2[CH2:13][CH2:14][CH2:15][C@H:11]2[C:10]([O:9][CH2:2][C:3]2[CH:8]=[CH:7][CH:6]=[CH:5][CH:4]=2)=[O:16])=[O:26])=[CH:21][CH:22]=1)=[O:16])[C:3]1[CH:4]=[CH:5][CH:6]=[CH:7][CH:8]=1. The catalyst class is: 25. (2) Reactant: [C:1]1([C:7]2[CH:8]=[CH:9][C:10]3[N:14]=[C:13]([CH2:15][CH2:16][CH2:17][CH2:18][CH2:19][CH2:20][C:21](OC)=[O:22])[NH:12][C:11]=3[CH:25]=2)[CH:6]=[CH:5][CH:4]=[CH:3][CH:2]=1.[NH2:26][OH:27].[OH-].[K+]. Product: [OH:27][NH:26][C:21](=[O:22])[CH2:20][CH2:19][CH2:18][CH2:17][CH2:16][CH2:15][C:13]1[NH:12][C:11]2[CH:25]=[C:7]([C:1]3[CH:2]=[CH:3][CH:4]=[CH:5][CH:6]=3)[CH:8]=[CH:9][C:10]=2[N:14]=1. The catalyst class is: 1.